This data is from Full USPTO retrosynthesis dataset with 1.9M reactions from patents (1976-2016). The task is: Predict the reactants needed to synthesize the given product. (1) Given the product [CH3:1][N:2]([CH:25]1[CH2:30][CH2:29][NH:28][CH2:27][CH2:26]1)[C:3]([N:5]1[CH:9]([C:10]2[CH:11]=[CH:12][CH:13]=[CH:14][CH:15]=2)[CH:8]2[CH2:16][O:17][C:18]3[CH:19]=[CH:20][C:21]([F:24])=[CH:22][C:23]=3[C:7]2=[N:6]1)=[O:4], predict the reactants needed to synthesize it. The reactants are: [CH3:1][N:2]([CH:25]1[CH2:30][CH2:29][N:28](C)[CH2:27][CH2:26]1)[C:3]([N:5]1[CH:9]([C:10]2[CH:15]=[CH:14][CH:13]=[CH:12][CH:11]=2)[CH:8]2[CH2:16][O:17][C:18]3[CH:19]=[CH:20][C:21]([F:24])=[CH:22][C:23]=3[C:7]2=[N:6]1)=[O:4].C(N1CCC(NC)CC1)(OC(C)(C)C)=O. (2) Given the product [CH3:2][O:3][C:4](=[O:8])[CH2:5][CH2:6][NH:7][C:10]([N:12]1[CH:21]2[CH:16]([CH2:17][CH2:18][CH2:19][CH2:20]2)[CH2:15][CH2:14][CH2:13]1)=[O:11], predict the reactants needed to synthesize it. The reactants are: Cl.[CH3:2][O:3][C:4](=[O:8])[CH2:5][CH2:6][NH2:7].Cl[C:10]([N:12]1[CH:21]2[CH:16]([CH2:17][CH2:18][CH2:19][CH2:20]2)[CH2:15][CH2:14][CH2:13]1)=[O:11].CCOC(C)=O. (3) Given the product [NH2:1][C:2](=[O:20])[C@@H:3]([NH:12][C:13](=[O:19])[O:14][C:15]([CH3:18])([CH3:17])[CH3:16])[CH2:4][C:5]1[CH:10]=[CH:9][C:8]([C:26]2[CH:27]=[CH:28][C:23]([C:21]#[N:22])=[CH:24][CH:25]=2)=[CH:7][CH:6]=1, predict the reactants needed to synthesize it. The reactants are: [NH2:1][C:2](=[O:20])[C@@H:3]([NH:12][C:13](=[O:19])[O:14][C:15]([CH3:18])([CH3:17])[CH3:16])[CH2:4][C:5]1[CH:10]=[CH:9][C:8](I)=[CH:7][CH:6]=1.[C:21]([C:23]1[CH:28]=[CH:27][C:26](B(O)O)=[CH:25][CH:24]=1)#[N:22].C(=O)([O-])[O-].[K+].[K+]. (4) Given the product [NH2:8][C:9]1[NH:13][C:12](=[C:14]2[C:27]3[C:26]4[C:21](=[CH:22][CH:23]=[CH:24][CH:25]=4)[NH:20][C:19]=3[C:18](=[O:29])[NH:17][CH2:16][CH2:15]2)[C:11](=[O:30])[N:10]=1, predict the reactants needed to synthesize it. The reactants are: OC(C(F)(F)F)=O.[NH2:8][C:9]1[NH:13][C:12](=[C:14]2[C:27]3[C:26]4[C:21](=[CH:22][CH:23]=[C:24](Br)[CH:25]=4)[NH:20][C:19]=3[C:18](=[O:29])[NH:17][CH2:16][CH2:15]2)[C:11](=[O:30])[N:10]=1.O.O.O.C([O-])(=O)C.[Na+]. (5) Given the product [F:16][C:17]1([F:25])[CH2:22][CH2:21][CH:20]([CH2:23][NH:24][C:2]2[CH:7]=[CH:6][C:5]([NH:8][C:9](=[O:11])[CH3:10])=[CH:4][C:3]=2[N+:12]([O-:14])=[O:13])[CH2:19][CH2:18]1, predict the reactants needed to synthesize it. The reactants are: F[C:2]1[CH:7]=[CH:6][C:5]([NH:8][C:9](=[O:11])[CH3:10])=[CH:4][C:3]=1[N+:12]([O-:14])=[O:13].Cl.[F:16][C:17]1([F:25])[CH2:22][CH2:21][CH:20]([CH2:23][NH2:24])[CH2:19][CH2:18]1. (6) Given the product [CH2:25]([O:24][CH:12]([O:11][CH2:9][CH3:10])[C:13]1[N:17]([CH3:1])[C:16]2[CH:18]=[C:19]([F:23])[C:20]([F:22])=[CH:21][C:15]=2[N:14]=1)[CH3:26], predict the reactants needed to synthesize it. The reactants are: [C:1]([O-])([O-])=O.[Cs+].[Cs+].CI.[CH2:9]([O:11][CH:12]([O:24][CH2:25][CH3:26])[C:13]1[NH:17][C:16]2[CH:18]=[C:19]([F:23])[C:20]([F:22])=[CH:21][C:15]=2[N:14]=1)[CH3:10]. (7) Given the product [Cl:29][C:30]1[CH:35]=[CH:34][C:33]([NH:36][S:37]([C:40]([F:43])([F:42])[F:41])(=[O:39])=[O:38])=[C:32]([C:44](=[N:14][O:13][CH2:12][C:8]2[S:7][CH:11]=[CH:10][CH:9]=2)[CH2:45][CH3:46])[CH:31]=1, predict the reactants needed to synthesize it. The reactants are: CN(C)CCN.[S:7]1[CH:11]=[CH:10][CH:9]=[C:8]1[CH2:12][O:13][N:14]1C(=O)C2=CC=CC=C2C1=O.C(O)(=O)C.[Cl:29][C:30]1[CH:35]=[CH:34][C:33]([NH:36][S:37]([C:40]([F:43])([F:42])[F:41])(=[O:39])=[O:38])=[C:32]([C:44](=O)[CH2:45][CH3:46])[CH:31]=1.